From a dataset of Forward reaction prediction with 1.9M reactions from USPTO patents (1976-2016). Predict the product of the given reaction. (1) The product is: [CH3:11][Si:10]([C:9]#[C:8][C:5]1[CH:6]=[CH:7][C:2]([C:25]#[C:24][C:21]2[CH:22]=[CH:23][C:18]([CH2:14][CH2:15][CH2:16][CH3:17])=[CH:19][CH:20]=2)=[CH:3][CH:4]=1)([CH3:13])[CH3:12]. Given the reactants I[C:2]1[CH:7]=[CH:6][C:5]([C:8]#[C:9][Si:10]([CH3:13])([CH3:12])[CH3:11])=[CH:4][CH:3]=1.[CH2:14]([C:18]1[CH:23]=[CH:22][C:21]([C:24]#[CH:25])=[CH:20][CH:19]=1)[CH2:15][CH2:16][CH3:17].C(N(CC)CC)C, predict the reaction product. (2) Given the reactants IC.[Si:3]([O:10][C@H:11]1[CH2:15][N:14]([C:16]([O:18][C:19]([CH3:22])([CH3:21])[CH3:20])=[O:17])[C@H:13]([CH2:23][OH:24])[CH2:12]1)([C:6]([CH3:9])([CH3:8])[CH3:7])([CH3:5])[CH3:4].[H-].[Na+].[CH3:27]OC, predict the reaction product. The product is: [Si:3]([O:10][C@H:11]1[CH2:15][N:14]([C:16]([O:18][C:19]([CH3:22])([CH3:21])[CH3:20])=[O:17])[C@H:13]([CH2:23][O:24][CH3:27])[CH2:12]1)([C:6]([CH3:9])([CH3:8])[CH3:7])([CH3:5])[CH3:4]. (3) The product is: [CH3:25][CH2:24][CH2:23][CH:22]([O:21][CH:15]([CH2:1][CH3:2])[CH2:16][CH2:17][CH3:18])[CH2:28][CH3:27]. Given the reactants [CH2:1](Cl)[CH2:2]Cl.C1C=CC2N(O)N=NC=2C=1.[CH2:15]([O:21][C:22]1[CH:28]=[CH:27][C:25](N)=[CH:24][CH:23]=1)[CH2:16][CH2:17][CH2:18]CC, predict the reaction product. (4) Given the reactants [CH3:1][O:2][C:3]1[CH:4]=[C:5]([NH:13][C:14]([NH2:16])=[O:15])[CH:6]=[C:7]([O:11][CH3:12])[C:8]=1[O:9][CH3:10].C([O:19][C:20](=[O:26])[CH2:21][C:22]([CH2:24]Cl)=O)C, predict the reaction product. The product is: [CH3:1][O:2][C:3]1[CH:4]=[C:5]([NH:13][C:14](=[O:15])[NH:16][C:22]2[CH2:24][O:19][C:20](=[O:26])[CH:21]=2)[CH:6]=[C:7]([O:11][CH3:12])[C:8]=1[O:9][CH3:10]. (5) Given the reactants O=C1C2C(=CC=CC=2)C(=O)[N:3]1[O:12][C@@H:13]([CH3:21])[C:14]([O:16][C:17]([CH3:20])([CH3:19])[CH3:18])=[O:15].CNN, predict the reaction product. The product is: [NH2:3][O:12][C@@H:13]([CH3:21])[C:14]([O:16][C:17]([CH3:20])([CH3:19])[CH3:18])=[O:15]. (6) Given the reactants [Cl:1][C:2]1[CH:3]=[C:4]([CH:27]=[C:28]([Cl:30])[CH:29]=1)[O:5][CH:6]([O:24][CH2:25][CH3:26])[C:7]([NH:9][C:10]([CH3:23])([CH3:22])[C:11]#[C:12][CH2:13][O:14][Si](C(C)(C)C)(C)C)=[O:8].[F-].C([N+](CCCC)(CCCC)CCCC)CCC, predict the reaction product. The product is: [Cl:1][C:2]1[CH:3]=[C:4]([CH:27]=[C:28]([Cl:30])[CH:29]=1)[O:5][CH:6]([O:24][CH2:25][CH3:26])[C:7]([NH:9][C:10]([CH3:23])([CH3:22])[C:11]#[C:12][CH2:13][OH:14])=[O:8].